Dataset: Catalyst prediction with 721,799 reactions and 888 catalyst types from USPTO. Task: Predict which catalyst facilitates the given reaction. (1) Reactant: C[Si]([C:5]#[C:6][C:7]1[CH:14]=[CH:13][C:10]([CH:11]=[O:12])=[CH:9][CH:8]=1)(C)C.C([O-])([O-])=O.[K+].[K+]. Product: [C:6]([C:7]1[CH:14]=[CH:13][C:10]([CH:11]=[O:12])=[CH:9][CH:8]=1)#[CH:5]. The catalyst class is: 5. (2) Reactant: [Cl:1][C:2]1[CH:3]=[C:4]([CH3:37])[C:5]([NH:18][C:19]([C:21]2[N:22]([C:30]3[C:35]([Cl:36])=[CH:34][CH:33]=[CH:32][N:31]=3)[N:23]=[C:24]([C:26]([F:29])([F:28])[F:27])[CH:25]=2)=[O:20])=[C:6]([CH:17]=1)[C:7]([NH:9][CH2:10][CH:11]([S:13][C:14](=O)C)[CH3:12])=[O:8].CI.[OH-].[Na+]. Product: [Cl:1][C:2]1[CH:17]=[C:6]([C:7](=[O:8])[NH:9][CH2:10][CH:11]([S:13][CH3:14])[CH3:12])[C:5]([NH:18][C:19]([C:21]2[N:22]([C:30]3[C:35]([Cl:36])=[CH:34][CH:33]=[CH:32][N:31]=3)[N:23]=[C:24]([C:26]([F:28])([F:29])[F:27])[CH:25]=2)=[O:20])=[C:4]([CH3:37])[CH:3]=1. The catalyst class is: 24. (3) Reactant: C([O:3][CH:4](O)[C:5]([F:8])([F:7])[F:6])C.[N+:10]([CH3:13])([O-:12])=[O:11].C([O-])([O-])=O.[K+].[K+]. Product: [F:6][C:5]([F:8])([F:7])[CH:4]([OH:3])[CH2:13][N+:10]([O-:12])=[O:11]. The catalyst class is: 429. (4) Reactant: F[C:2]1[CH:9]=[CH:8][C:5]([CH:6]=[O:7])=[C:4]([OH:10])[CH:3]=1.[C:11]([N:18]1[CH2:23][CH2:22][NH:21][CH2:20][CH2:19]1)([O:13][C:14]([CH3:17])([CH3:16])[CH3:15])=[O:12].C([O-])([O-])=O.[K+].[K+]. Product: [CH:6]([C:5]1[CH:8]=[CH:9][C:2]([N:21]2[CH2:20][CH2:19][N:18]([C:11]([O:13][C:14]([CH3:17])([CH3:16])[CH3:15])=[O:12])[CH2:23][CH2:22]2)=[CH:3][C:4]=1[OH:10])=[O:7]. The catalyst class is: 16. (5) Reactant: [Cl:1][C:2]1[C:3]([CH3:25])=[N:4][O:5][C:6]=1[NH:7][S:8]([C:11]1[CH:15]=[CH:14][S:13][C:12]=1[C:16]([NH:18][C:19]1SC(C)=NN=1)=[O:17])(=[O:10])=[O:9].[CH3:26][O:27][C:28]1[CH:34]=[CH:33][C:31](N)=[C:30](C)[CH:29]=1. Product: [Cl:1][C:2]1[C:3]([CH3:25])=[N:4][O:5][C:6]=1[NH:7][S:8]([C:11]1[CH:15]=[CH:14][S:13][C:12]=1[C:16]([NH:18][C:19]1[CH:33]=[CH:34][C:28]([O:27][CH3:26])=[CH:29][C:30]=1[CH3:31])=[O:17])(=[O:9])=[O:10]. The catalyst class is: 17. (6) Reactant: C[O:2][C:3]([C:5]1[N:6]=[N:7][N:8]([CH2:10][CH2:11][NH:12][C:13](=[O:25])[C:14]2[CH:19]=[CH:18][C:17]([C:20]([F:23])([F:22])[F:21])=[CH:16][C:15]=2[F:24])[CH:9]=1)=[O:4].[OH-].[Na+]. Product: [F:24][C:15]1[CH:16]=[C:17]([C:20]([F:21])([F:23])[F:22])[CH:18]=[CH:19][C:14]=1[C:13]([NH:12][CH2:11][CH2:10][N:8]1[CH:9]=[C:5]([C:3]([OH:4])=[O:2])[N:6]=[N:7]1)=[O:25]. The catalyst class is: 5. (7) Reactant: [Cl:1][C:2]1[CH:11]=[C:10]2[C:5]([C:6](=[O:15])[CH:7]=[C:8]([C:12]([OH:14])=O)[O:9]2)=[CH:4][C:3]=1[C:16]#[N:17].Cl.Cl.[O:20]1[C:24]2[CH:25]=[CH:26][C:27]([CH2:29][N:30]3[CH2:35][CH2:34][CH:33]([NH2:36])[CH2:32][CH2:31]3)=[CH:28][C:23]=2[O:22][CH2:21]1.CCN=C=NCCCN(C)C.C1C=CC2N(O)N=NC=2C=1.CN1CCOCC1. Product: [O:20]1[C:24]2[CH:25]=[CH:26][C:27]([CH2:29][N:30]3[CH2:35][CH2:34][CH:33]([NH:36][C:12]([C:8]4[O:9][C:10]5[C:5]([C:6](=[O:15])[CH:7]=4)=[CH:4][C:3]([C:16]#[N:17])=[C:2]([Cl:1])[CH:11]=5)=[O:14])[CH2:32][CH2:31]3)=[CH:28][C:23]=2[O:22][CH2:21]1. The catalyst class is: 444. (8) Reactant: [CH3:1][O:2][C:3]1[C:4]([N+:12]([O-:14])=[O:13])=[N:5][CH:6]=[C:7]([C:9]([CH3:11])=[CH2:10])[CH:8]=1.CSC.B.[OH:19]O.[OH-].[Na+]. Product: [CH3:1][O:2][C:3]1[CH:8]=[C:7]([CH:9]([CH3:11])[CH2:10][OH:19])[CH:6]=[N:5][C:4]=1[N+:12]([O-:14])=[O:13]. The catalyst class is: 1.